Dataset: Experimentally validated miRNA-target interactions with 360,000+ pairs, plus equal number of negative samples. Task: Binary Classification. Given a miRNA mature sequence and a target amino acid sequence, predict their likelihood of interaction. (1) The miRNA is mmu-miR-205-5p with sequence UCCUUCAUUCCACCGGAGUCUG. The protein sequence of the target gene is MGAPLAVALGALHYLALFLQLGGATRPAGHAPWDNHVSGHALFTETPHDMTARTGEDVEMACSFRGSGSPSYSLEIQWWYVRSHRDWTDKQAWASNQLKASQQEDAGKEATKISVVKVVGSNISHKLRLSRVKPTDEGTYECRVIDFSDGKARHHKVKAYLRVQPGENSVLHLPEAPPAAPAPPPPKPGKELRKRSVDQEACSL. Result: 0 (no interaction). (2) The miRNA is hsa-miR-219a-5p with sequence UGAUUGUCCAAACGCAAUUCU. The protein sequence of the target gene is MEQVEILRRFIQRVQAMKSPDHNGEDNFARDFMRLRRLSTKYRTEKIYPTATGEKEENVKKNRYKDILPFDHSRVKLTLKTPSQDSDYINANFIKGVYGPKAYVATQGPLANTVIDFWRMIWEYNVVIIVMACREFEMGRKKCERYWPLYGEDPITFAPFKISCENEQARTDYFIRTLLLEFQNESRRLYQFHYVNWPDHDVPSSFDSILDMISLMRKYQEHEDVPICIHCSAGCGRTGAICAIDYTWNLLKAGKIPEEFNVFNLIQEMRTQRHSAVQTKEQYELVHRAIAQLFEKQLQL.... Result: 0 (no interaction). (3) The miRNA is mmu-miR-3105-3p with sequence ACUGCUUAUGAGCUUGCACUCC. The protein sequence of the target gene is MEKMSRQLPLNPTFIPPPYGVLRSLLENPLKLPLHPEDAFSKEKDKGKKLDDESSSPTVPQSAFLGPTLWDKTLPYDGDTFQLEYMDLEEFLSENGIPPSPSQHDHSPHPPGLQPASSTAPSVMDLSSRATAPLHPGIPSPNCMQSPIRPGQLLPANRNTPSPIDPDTIQVPVGYEPDPADLALSSIPGQEMFDPRKRKFSEEELKPQPMIKKARKVFIPDDLKDDKYWARRRKNNMAAKRSRDARRLKENQIAIRASFLEKENSALRQEVADLRKELGKCKNILAKYEARHGPL. Result: 0 (no interaction). (4) The miRNA is mmu-miR-539-5p with sequence GGAGAAAUUAUCCUUGGUGUGU. The protein sequence of the target gene is MERVGCTLTTTYAHPRPTPTNFLPAISTMASSYRDRFPHSNLTHSLSLPWRPSTYYKVASNSPSVAPYCTRSQRVSENTMLPFVSNRTTFFTRYTPDDWYRSNLTNYQESNTSRHNSEKLRVDTSRLIQDKYQQTRKTQADTTQNLGERVNDIGFWKSEIIHELDEMIGETNALTDVKKRLERALMETEAPLQVARECLFHREKRMGIDLVHDEVEAQLLTEVDTILCCQERMKLHLDKAIAQLAANRASQHELEKDLSDKQTAYRIDDKCHHLRNTSDGVGYFRGVERVDATVSVPESW.... Result: 0 (no interaction). (5) The miRNA is ath-miR157a-5p with sequence UUGACAGAAGAUAGAGAGCAC. The protein sequence of the target gene is MEAETGSSVETGKKANRGTRIALVVFVGGTLVLGTILFLVSQGLLSLQAKQEYCLKPECIEAAAAILSKVNLSVDPCDNFFRFACDGWISNNPIPEDMPSYGVYPWLRHNVDLKLKELLEKSISRRRDTEAIQKAKILYSSCMNEKAIEKADAKPLLHILRHSPFRWPVLESNIGPEGVWSERKFSLLQTLATFRGQYSNSVFIRLYVSPDDKASNEHILKLDQATLSLAVREDYLDNSTEAKSYRDALYKFMVDTAVLLGANSSRAEHDMKSVLRLEIKIAEIMIPHENRTSEAMYNKM.... Result: 0 (no interaction). (6) The miRNA is hsa-miR-3152-3p with sequence UGUGUUAGAAUAGGGGCAAUAA. The protein sequence of the target gene is MGCRHSRLSSCKPPKKKRQEPEPEQPPRPEPHELGPLNGDTAITVQLCASEEAERHQKDITRILQQHEEEKKKWAQQVEKERELELRDRLDEQQRVLEGKNEEALQVLRASYEQEKEALTHSFREASSTQQETIDRLTSQLEAFQAKMKRVEESILSRNYKKHIQDYGSPSQFWEQELESLHFVIEMKNERIHELDRRLILMETVKEKNLILEEKITTLQQENEDLHVRSRNQVVLSRQLSEDLLLTREALEKEVQLRRQLQQEKEELLYRVLGANASPAFPLAPVTPTEVSFLAT. Result: 1 (interaction).